Dataset: Forward reaction prediction with 1.9M reactions from USPTO patents (1976-2016). Task: Predict the product of the given reaction. (1) Given the reactants [NH2:1][C@H:2]([C:7]1[CH:12]=[CH:11][CH:10]=[CH:9][CH:8]=1)[CH2:3][C:4]([OH:6])=[O:5].[C:13](O[C:13]([O:15][C:16]([CH3:19])([CH3:18])[CH3:17])=[O:14])([O:15][C:16]([CH3:19])([CH3:18])[CH3:17])=[O:14].[OH-].[Na+], predict the reaction product. The product is: [C:16]([O:15][C:13]([NH:1][C@H:2]([C:7]1[CH:12]=[CH:11][CH:10]=[CH:9][CH:8]=1)[CH2:3][C:4]([OH:6])=[O:5])=[O:14])([CH3:19])([CH3:18])[CH3:17]. (2) Given the reactants [C:1]([C:3]1[CH:4]=[C:5]2[C:9](=[CH:10][CH:11]=1)[N:8]([S:12]([C:15]1[CH:20]=[CH:19][C:18]([O:21][CH3:22])=[CH:17][C:16]=1[O:23][CH3:24])(=[O:14])=[O:13])[C:7](=[O:25])[C:6]2([NH:35][C:36](=[O:44])OC1C=CC=CC=1)[C:26]1[C:27]([O:32][CH2:33][CH3:34])=[N:28][CH:29]=[CH:30][CH:31]=1)#[N:2].[CH3:45][N:46]1[CH2:51][CH2:50][CH:49]([N:52]2[CH2:57][CH2:56][NH:55][CH2:54][CH2:53]2)[CH2:48][CH2:47]1.C1COCC1.C(O)(C(F)(F)F)=O, predict the reaction product. The product is: [C:1]([C:3]1[CH:4]=[C:5]2[C:9](=[CH:10][CH:11]=1)[N:8]([S:12]([C:15]1[CH:20]=[CH:19][C:18]([O:21][CH3:22])=[CH:17][C:16]=1[O:23][CH3:24])(=[O:13])=[O:14])[C:7](=[O:25])[C:6]2([NH:35][C:36]([N:55]1[CH2:54][CH2:53][N:52]([CH:49]2[CH2:50][CH2:51][N:46]([CH3:45])[CH2:47][CH2:48]2)[CH2:57][CH2:56]1)=[O:44])[C:26]1[C:27]([O:32][CH2:33][CH3:34])=[N:28][CH:29]=[CH:30][CH:31]=1)#[N:2]. (3) Given the reactants [F:1][C:2]1[C:20]([C:21]([F:24])([F:23])[F:22])=[CH:19][C:5]2[NH:6][C:7](=[N:9][C:10](=[O:18])[C:11]3[CH:16]=[CH:15][CH:14]=[C:13]([Cl:17])[CH:12]=3)[S:8][C:4]=2[CH:3]=1.Br[CH:26]([CH3:32])[C:27]([O:29]CC)=[O:28].ClC1C=CC2NC(=NC(=O)C3C=CC=C(C(F)(F)F)C=3)SC=2C=1F.BrCC(OCC)=O, predict the reaction product. The product is: [Cl:17][C:13]1[CH:12]=[C:11]([CH:16]=[CH:15][CH:14]=1)[C:10]([N:9]=[C:7]1[N:6]([CH:26]([CH3:32])[C:27]([OH:29])=[O:28])[C:5]2[CH:19]=[C:20]([C:21]([F:22])([F:23])[F:24])[C:2]([F:1])=[CH:3][C:4]=2[S:8]1)=[O:18]. (4) Given the reactants F[C:2](F)(F)C(O)=O.[Cl:8][C:9]1[CH:14]=[CH:13][C:12]([C@H:15]2[N:22]3[C:18]([S:19][C:20]([C:26]([N:28]([CH2:32][C@@H:33]4[CH2:36][CH2:35][N:34]4[C:37]([O:39]C(C)(C)C)=O)[CH:29]([CH3:31])[CH3:30])=[O:27])=[C:21]3[CH:23]([CH3:25])[CH3:24])=[N:17][C@:16]2([C:45]2[CH:50]=[CH:49][C:48]([Cl:51])=[CH:47][CH:46]=2)[CH3:44])=[CH:11][CH:10]=1.C(OC(=O)C)(=O)C, predict the reaction product. The product is: [C:37]([N:34]1[CH2:35][CH2:36][C@H:33]1[CH2:32][N:28]([CH:29]([CH3:30])[CH3:31])[C:26]([C:20]1[S:19][C:18]2=[N:17][C@:16]([C:45]3[CH:46]=[CH:47][C:48]([Cl:51])=[CH:49][CH:50]=3)([CH3:44])[C@@H:15]([C:12]3[CH:11]=[CH:10][C:9]([Cl:8])=[CH:14][CH:13]=3)[N:22]2[C:21]=1[CH:23]([CH3:24])[CH3:25])=[O:27])(=[O:39])[CH3:2]. (5) Given the reactants C([O:9][CH2:10][C@@H:11]1[C@@H:15]([O:16]C(=O)C2C=CC=CC=2)[C@:14]([F:26])([CH3:25])[C@H:13]([N:27]2[C:31]3[N:32]=[CH:33][N:34]=[C:35](Cl)[C:30]=3[C:29]([I:37])=[CH:28]2)[O:12]1)(=O)C1C=CC=CC=1.[NH3:38], predict the reaction product. The product is: [NH2:38][C:35]1[C:30]2[C:29]([I:37])=[CH:28][N:27]([C@@H:13]3[O:12][C@H:11]([CH2:10][OH:9])[C@@H:15]([OH:16])[C@:14]3([F:26])[CH3:25])[C:31]=2[N:32]=[CH:33][N:34]=1. (6) Given the reactants [Br-:1].[NH4+].CC1C=CC(S(O[C:14]2[CH2:18][CH:17]([C:19](=[O:36])[NH:20][C:21]3[CH:26]=[CH:25][C:24]([Cl:27])=[CH:23][C:22]=3[C:28](=[O:35])[NH:29][CH:30]([CH:32]3[CH2:34][CH2:33]3)[CH3:31])[N:16]([C:37]3[C:42]([Cl:43])=[CH:41][CH:40]=[CH:39][N:38]=3)[N:15]=2)(=O)=O)=CC=1.CN(C)C=O, predict the reaction product. The product is: [Br:1][C:14]1[CH2:18][CH:17]([C:19]([NH:20][C:21]2[CH:26]=[CH:25][C:24]([Cl:27])=[CH:23][C:22]=2[C:28](=[O:35])[NH:29][CH:30]([CH:32]2[CH2:34][CH2:33]2)[CH3:31])=[O:36])[N:16]([C:37]2[C:42]([Cl:43])=[CH:41][CH:40]=[CH:39][N:38]=2)[N:15]=1. (7) Given the reactants C(=O)(O)[O-].[Na+].[NH2:6][C@@H:7]([CH2:11][C:12]([O:14][C:15]([CH3:18])([CH3:17])[CH3:16])=[O:13])[C:8]([OH:10])=[O:9].[CH3:19][O:20][C:21]1[CH:26]=[C:25]([CH3:27])[C:24]([S:28](Cl)(=[O:30])=[O:29])=[C:23]([CH3:32])[CH:22]=1, predict the reaction product. The product is: [C:15]([O:14][C:12](=[O:13])[CH2:11][C@H:7]([NH:6][S:28]([C:24]1[C:25]([CH3:27])=[CH:26][C:21]([O:20][CH3:19])=[CH:22][C:23]=1[CH3:32])(=[O:30])=[O:29])[C:8]([OH:10])=[O:9])([CH3:18])([CH3:17])[CH3:16]. (8) Given the reactants [CH3:1][C:2]1[CH:3]=[C:4]2[N:9]([CH:10]=1)[CH:8]=[C:7]([C:11]#[N:12])[CH:6]=[CH:5]2.[N+](=[CH:15][C:16]([O:18][CH2:19][CH3:20])=[O:17])=[N-], predict the reaction product. The product is: [CH2:19]([O:18][C:16](=[O:17])[CH2:15][C:10]1[N:9]2[C:4]([CH:5]=[CH:6][C:7]([C:11]#[N:12])=[CH:8]2)=[CH:3][C:2]=1[CH3:1])[CH3:20].